From a dataset of Retrosynthesis with 50K atom-mapped reactions and 10 reaction types from USPTO. Predict the reactants needed to synthesize the given product. (1) Given the product COC(=O)/C=C/C(=O)OCCOC(=O)C(C)C, predict the reactants needed to synthesize it. The reactants are: CC(C)C(=O)OCCCl.COC(=O)/C=C/C(=O)O. (2) Given the product CC(C)(C)OC(=O)N1CC(Cc2cc(F)cc(F)c2)C(CN(C(=O)C2CC(=O)Nc3ccccc32)C2CC2)C1, predict the reactants needed to synthesize it. The reactants are: CC(C)(C)OC(=O)N1CC(CNC2CC2)C(Cc2cc(F)cc(F)c2)C1.O=C1CC(C(=O)O)c2ccccc2N1. (3) Given the product CC(C)(C)CN1CCN(c2ccc(N)cc2C(F)(F)F)CC1, predict the reactants needed to synthesize it. The reactants are: CC(C)(C)CN1CCN(c2ccc([N+](=O)[O-])cc2C(F)(F)F)CC1. (4) Given the product COC(=O)[C@@H]1CN(C(=O)OC(C)(C)C)CCN1C(=O)c1cc2ccccc2cc1N, predict the reactants needed to synthesize it. The reactants are: COC(=O)[C@@H]1CN(C(=O)OC(C)(C)C)CCN1.Nc1cc2ccccc2cc1C(=O)O. (5) Given the product Cn1c(CC#N)ccc1C(=O)c1ccccc1, predict the reactants needed to synthesize it. The reactants are: Cn1cccc1CC#N.O=C(Cl)c1ccccc1. (6) Given the product CCC(CC(=O)NNC1=Nc2ccc(Cl)cc2C(c2ccccc2)=NC1)N1C(=O)c2ccccc2C1=O, predict the reactants needed to synthesize it. The reactants are: CCC(CC(=O)O)N1C(=O)c2ccccc2C1=O.NNC1=Nc2ccc(Cl)cc2C(c2ccccc2)=NC1. (7) Given the product CC1(C)C(=O)N(C(=O)c2cccc3ccccc23)C(=O)N1Cc1ccc(C#N)cc1, predict the reactants needed to synthesize it. The reactants are: CC1(C)NC(=O)N(C(=O)c2cccc3ccccc23)C1=O.N#Cc1ccc(CBr)cc1. (8) Given the product O=C(NNc1ccccc1)C1CCC1, predict the reactants needed to synthesize it. The reactants are: NNc1ccccc1.O=C(Cl)C1CCC1. (9) Given the product CC(=O)C=NNc1ccccn1, predict the reactants needed to synthesize it. The reactants are: CC(=O)C=O.NNc1ccccn1.